This data is from Forward reaction prediction with 1.9M reactions from USPTO patents (1976-2016). The task is: Predict the product of the given reaction. (1) Given the reactants [CH3:1][N:2]([CH2:4][C:5]([OH:7])=O)[CH3:3].[N:8]1[CH:13]=[CH:12][CH:11]=[C:10]([C:14]2[CH:15]=[C:16]([C@@H:20]([NH2:22])[CH3:21])[CH:17]=[CH:18][CH:19]=2)[CH:9]=1.CCN=C=NCCCN(C)C.Cl.C1C=CC2N(O)N=NC=2C=1.C(N(C(C)C)CC)(C)C, predict the reaction product. The product is: [CH3:1][N:2]([CH3:3])[CH2:4][C:5]([NH:22][C@H:20]([C:16]1[CH:17]=[CH:18][CH:19]=[C:14]([C:10]2[CH:9]=[N:8][CH:13]=[CH:12][CH:11]=2)[CH:15]=1)[CH3:21])=[O:7]. (2) Given the reactants [CH2:1]([O:3][CH2:4][C:5]1[N:6]([CH2:19][CH2:20][O:21][CH2:22][CH2:23][NH:24][C:25](=[O:31])[O:26][C:27]([CH3:30])([CH3:29])[CH3:28])[C:7]2[C:16]3[CH:15]=[CH:14][CH:13]=[CH:12][C:11]=3[N+:10]([O-])=[CH:9][C:8]=2[N:18]=1)[CH3:2].[NH4+:32].[OH-].C1(C)C=CC(S(Cl)(=O)=O)=CC=1.O, predict the reaction product. The product is: [NH2:32][C:9]1[C:8]2[N:18]=[C:5]([CH2:4][O:3][CH2:1][CH3:2])[N:6]([CH2:19][CH2:20][O:21][CH2:22][CH2:23][NH:24][C:25](=[O:31])[O:26][C:27]([CH3:30])([CH3:29])[CH3:28])[C:7]=2[C:16]2[CH:15]=[CH:14][CH:13]=[CH:12][C:11]=2[N:10]=1.